This data is from TCR-epitope binding with 47,182 pairs between 192 epitopes and 23,139 TCRs. The task is: Binary Classification. Given a T-cell receptor sequence (or CDR3 region) and an epitope sequence, predict whether binding occurs between them. (1) The epitope is AMFWSVPTV. The TCR CDR3 sequence is CASSTIGTGGLEKLFF. Result: 0 (the TCR does not bind to the epitope). (2) The epitope is LQPFPQPELPYPQPQ. The TCR CDR3 sequence is CASSLTDGDQPQHF. Result: 0 (the TCR does not bind to the epitope). (3) The epitope is LLFNKVTLA. The TCR CDR3 sequence is CASSTSGEQYF. Result: 1 (the TCR binds to the epitope). (4) The epitope is AIMTRCLAV. The TCR CDR3 sequence is CASSYQGGGKGGYTF. Result: 0 (the TCR does not bind to the epitope).